This data is from Full USPTO retrosynthesis dataset with 1.9M reactions from patents (1976-2016). The task is: Predict the reactants needed to synthesize the given product. (1) Given the product [Cl:2][C:3]1[C:4]2[C:5]3[C:6](=[C:20]([CH3:23])[O:21][N:22]=3)[C:7](=[O:19])[N:8]([CH:13]3[CH2:18][CH2:17][CH2:16][N:15]([S:42]([CH2:41][C:35]4[CH:40]=[CH:39][CH:38]=[CH:37][CH:36]=4)(=[O:44])=[O:43])[CH2:14]3)[C:9]=2[CH:10]=[CH:11][CH:12]=1, predict the reactants needed to synthesize it. The reactants are: I.[Cl:2][C:3]1[C:4]2[C:5]3[C:6](=[C:20]([CH3:23])[O:21][N:22]=3)[C:7](=[O:19])[N:8]([CH:13]3[CH2:18][CH2:17][CH2:16][NH:15][CH2:14]3)[C:9]=2[CH:10]=[CH:11][CH:12]=1.N12CCCN=C1CCCCC2.[C:35]1([CH2:41][S:42](Cl)(=[O:44])=[O:43])[CH:40]=[CH:39][CH:38]=[CH:37][CH:36]=1. (2) Given the product [CH2:24]([O:23][C:19]1[N:18]=[C:17](/[CH:16]=[CH:15]/[CH2:14][NH:13][C:9]2[N:10]=[C:11]([CH3:12])[C:6]([C:4]([OH:5])=[O:3])=[C:7]([CH3:31])[N:8]=2)[CH:22]=[CH:21][CH:20]=1)[C:25]1[CH:26]=[CH:27][CH:28]=[CH:29][CH:30]=1, predict the reactants needed to synthesize it. The reactants are: C([O:3][C:4]([C:6]1[C:7]([CH3:31])=[N:8][C:9]([NH:13][CH2:14]/[CH:15]=[CH:16]/[C:17]2[CH:22]=[CH:21][CH:20]=[C:19]([O:23][CH2:24][C:25]3[CH:30]=[CH:29][CH:28]=[CH:27][CH:26]=3)[N:18]=2)=[N:10][C:11]=1[CH3:12])=[O:5])C.O.[OH-].[Li+]. (3) Given the product [CH2:1]([CH:3]([CH2:19][CH2:20][CH2:21][CH3:22])[CH2:4][O:5][CH2:6][CH2:7][CH2:8][NH:9][C:10]1[CH:11]=[CH:12][C:13]([NH2:16])=[CH:14][CH:15]=1)[CH3:2], predict the reactants needed to synthesize it. The reactants are: [CH2:1]([CH:3]([CH2:19][CH2:20][CH2:21][CH3:22])[CH2:4][O:5][CH2:6][CH2:7][CH2:8][NH:9][C:10]1[CH:15]=[CH:14][C:13]([N+:16]([O-])=O)=[CH:12][CH:11]=1)[CH3:2].